This data is from NCI-60 drug combinations with 297,098 pairs across 59 cell lines. The task is: Regression. Given two drug SMILES strings and cell line genomic features, predict the synergy score measuring deviation from expected non-interaction effect. (1) Drug 1: C1CCN(CC1)CCOC2=CC=C(C=C2)C(=O)C3=C(SC4=C3C=CC(=C4)O)C5=CC=C(C=C5)O. Drug 2: CC12CCC3C(C1CCC2OP(=O)(O)O)CCC4=C3C=CC(=C4)OC(=O)N(CCCl)CCCl.[Na+]. Cell line: NCI-H322M. Synergy scores: CSS=-8.99, Synergy_ZIP=6.88, Synergy_Bliss=4.16, Synergy_Loewe=-10.3, Synergy_HSA=-7.57. (2) Drug 1: CCC1(CC2CC(C3=C(CCN(C2)C1)C4=CC=CC=C4N3)(C5=C(C=C6C(=C5)C78CCN9C7C(C=CC9)(C(C(C8N6C=O)(C(=O)OC)O)OC(=O)C)CC)OC)C(=O)OC)O.OS(=O)(=O)O. Drug 2: C1CCC(C(C1)N)N.C(=O)(C(=O)[O-])[O-].[Pt+4]. Cell line: HS 578T. Synergy scores: CSS=38.1, Synergy_ZIP=-5.61, Synergy_Bliss=-5.06, Synergy_Loewe=-0.336, Synergy_HSA=-0.151. (3) Drug 1: C1CC(=O)NC(=O)C1N2CC3=C(C2=O)C=CC=C3N. Drug 2: C1CN(CCN1C(=O)CCBr)C(=O)CCBr. Cell line: RPMI-8226. Synergy scores: CSS=27.0, Synergy_ZIP=1.05, Synergy_Bliss=5.10, Synergy_Loewe=8.43, Synergy_HSA=9.02. (4) Drug 1: CNC(=O)C1=CC=CC=C1SC2=CC3=C(C=C2)C(=NN3)C=CC4=CC=CC=N4. Drug 2: CC1=C(N=C(N=C1N)C(CC(=O)N)NCC(C(=O)N)N)C(=O)NC(C(C2=CN=CN2)OC3C(C(C(C(O3)CO)O)O)OC4C(C(C(C(O4)CO)O)OC(=O)N)O)C(=O)NC(C)C(C(C)C(=O)NC(C(C)O)C(=O)NCCC5=NC(=CS5)C6=NC(=CS6)C(=O)NCCC[S+](C)C)O. Cell line: BT-549. Synergy scores: CSS=4.82, Synergy_ZIP=-2.57, Synergy_Bliss=-2.73, Synergy_Loewe=-12.5, Synergy_HSA=-4.31.